From a dataset of Peptide-MHC class II binding affinity with 134,281 pairs from IEDB. Regression. Given a peptide amino acid sequence and an MHC pseudo amino acid sequence, predict their binding affinity value. This is MHC class II binding data. The peptide sequence is TPGQCNMVVERLGDY. The binding affinity (normalized) is 0.289. The MHC is DRB1_0802 with pseudo-sequence DRB1_0802.